Task: Regression. Given two drug SMILES strings and cell line genomic features, predict the synergy score measuring deviation from expected non-interaction effect.. Dataset: NCI-60 drug combinations with 297,098 pairs across 59 cell lines (1) Drug 1: C1=NC2=C(N1)C(=S)N=C(N2)N. Drug 2: CC1CCC2CC(C(=CC=CC=CC(CC(C(=O)C(C(C(=CC(C(=O)CC(OC(=O)C3CCCCN3C(=O)C(=O)C1(O2)O)C(C)CC4CCC(C(C4)OC)OCCO)C)C)O)OC)C)C)C)OC. Cell line: NCI-H522. Synergy scores: CSS=27.0, Synergy_ZIP=-5.05, Synergy_Bliss=-2.19, Synergy_Loewe=-5.33, Synergy_HSA=0.826. (2) Drug 1: CS(=O)(=O)C1=CC(=C(C=C1)C(=O)NC2=CC(=C(C=C2)Cl)C3=CC=CC=N3)Cl. Drug 2: C1=CC(=CC=C1CCC2=CNC3=C2C(=O)NC(=N3)N)C(=O)NC(CCC(=O)O)C(=O)O. Cell line: HOP-92. Synergy scores: CSS=17.2, Synergy_ZIP=0.964, Synergy_Bliss=5.92, Synergy_Loewe=-0.861, Synergy_HSA=6.35. (3) Drug 1: CC=C1C(=O)NC(C(=O)OC2CC(=O)NC(C(=O)NC(CSSCCC=C2)C(=O)N1)C(C)C)C(C)C. Drug 2: CC1C(C(CC(O1)OC2CC(OC(C2O)C)OC3=CC4=CC5=C(C(=O)C(C(C5)C(C(=O)C(C(C)O)O)OC)OC6CC(C(C(O6)C)O)OC7CC(C(C(O7)C)O)OC8CC(C(C(O8)C)O)(C)O)C(=C4C(=C3C)O)O)O)O. Cell line: MDA-MB-435. Synergy scores: CSS=52.3, Synergy_ZIP=0.896, Synergy_Bliss=0.383, Synergy_Loewe=-10.6, Synergy_HSA=0.122. (4) Drug 1: COC1=C(C=C2C(=C1)N=CN=C2NC3=CC(=C(C=C3)F)Cl)OCCCN4CCOCC4. Drug 2: CC(C1=C(C=CC(=C1Cl)F)Cl)OC2=C(N=CC(=C2)C3=CN(N=C3)C4CCNCC4)N. Cell line: A549. Synergy scores: CSS=33.9, Synergy_ZIP=-6.99, Synergy_Bliss=-1.59, Synergy_Loewe=1.60, Synergy_HSA=2.02. (5) Drug 1: CC(CN1CC(=O)NC(=O)C1)N2CC(=O)NC(=O)C2. Drug 2: CCC1(CC2CC(C3=C(CCN(C2)C1)C4=CC=CC=C4N3)(C5=C(C=C6C(=C5)C78CCN9C7C(C=CC9)(C(C(C8N6C=O)(C(=O)OC)O)OC(=O)C)CC)OC)C(=O)OC)O.OS(=O)(=O)O. Cell line: OVCAR-8. Synergy scores: CSS=22.8, Synergy_ZIP=-3.19, Synergy_Bliss=2.79, Synergy_Loewe=-0.0623, Synergy_HSA=2.50. (6) Synergy scores: CSS=55.1, Synergy_ZIP=-5.91, Synergy_Bliss=-10.4, Synergy_Loewe=-39.2, Synergy_HSA=-8.41. Drug 2: C1CNP(=O)(OC1)N(CCCl)CCCl. Cell line: U251. Drug 1: CC1=C2C(C(=O)C3(C(CC4C(C3C(C(C2(C)C)(CC1OC(=O)C(C(C5=CC=CC=C5)NC(=O)OC(C)(C)C)O)O)OC(=O)C6=CC=CC=C6)(CO4)OC(=O)C)O)C)O. (7) Cell line: UO-31. Drug 1: CCC1=C2CN3C(=CC4=C(C3=O)COC(=O)C4(CC)O)C2=NC5=C1C=C(C=C5)O. Synergy scores: CSS=32.6, Synergy_ZIP=-6.32, Synergy_Bliss=-1.31, Synergy_Loewe=0.621, Synergy_HSA=3.89. Drug 2: C1=NC(=NC(=O)N1C2C(C(C(O2)CO)O)O)N. (8) Synergy scores: CSS=-1.06, Synergy_ZIP=3.42, Synergy_Bliss=-3.56, Synergy_Loewe=-2.92, Synergy_HSA=-2.51. Drug 2: C1=CN(C=N1)CC(O)(P(=O)(O)O)P(=O)(O)O. Cell line: UACC-257. Drug 1: CC1=C(C=C(C=C1)NC(=O)C2=CC=C(C=C2)CN3CCN(CC3)C)NC4=NC=CC(=N4)C5=CN=CC=C5. (9) Drug 1: C1=CC=C(C(=C1)C(C2=CC=C(C=C2)Cl)C(Cl)Cl)Cl. Drug 2: C1=NNC2=C1C(=O)NC=N2. Cell line: OVCAR-5. Synergy scores: CSS=4.32, Synergy_ZIP=-0.509, Synergy_Bliss=1.32, Synergy_Loewe=1.99, Synergy_HSA=1.81.